From a dataset of Forward reaction prediction with 1.9M reactions from USPTO patents (1976-2016). Predict the product of the given reaction. (1) Given the reactants [CH3:1][NH:2][NH2:3].[F:4][C:5]([F:28])([C:21]([F:27])([F:26])[C:22]([F:25])([F:24])[F:23])[C:6](O[C:6](=[O:7])[C:5]([F:28])([F:4])[C:21]([F:26])([F:27])[C:22]([F:23])([F:24])[F:25])=[O:7], predict the reaction product. The product is: [F:4][C:5]([F:28])([C:21]([F:27])([F:26])[C:22]([F:25])([F:24])[F:23])[C:6]([N:2]([CH3:1])[NH2:3])=[O:7]. (2) Given the reactants [NH2:1][CH2:2][CH2:3][CH2:4][CH2:5][CH2:6][C:7]([NH:9][C:10]1[CH:11]=[C:12]([C:16]2[CH:21]=[CH:20][CH:19]=[CH:18][CH:17]=2)[CH:13]=[CH:14][CH:15]=1)=[O:8].[Br:22][CH2:23][CH2:24][C:25](Cl)=[O:26].C(N(CC)CC)C, predict the reaction product. The product is: [C:12]1([C:16]2[CH:17]=[CH:18][CH:19]=[CH:20][CH:21]=2)[CH:13]=[CH:14][CH:15]=[C:10]([NH:9][C:7](=[O:8])[CH2:6][CH2:5][CH2:4][CH2:3][CH2:2][NH:1][C:25](=[O:26])[CH2:24][CH2:23][Br:22])[CH:11]=1. (3) Given the reactants O1CCOCC1.Br[C:8]1[CH:9]=[N:10][C:11]([C:14]2[CH:19]=[CH:18][CH:17]=[CH:16][CH:15]=2)=[N:12][CH:13]=1.CN(C1CCCCC1)C1CCCCC1.[C:34]([O:38][CH3:39])(=[O:37])[CH:35]=[CH2:36], predict the reaction product. The product is: [CH3:39][O:38][C:34](=[O:37])/[CH:35]=[CH:36]/[C:8]1[CH:9]=[N:10][C:11]([C:14]2[CH:19]=[CH:18][CH:17]=[CH:16][CH:15]=2)=[N:12][CH:13]=1. (4) Given the reactants [Cl:1][C:2]1[C:7]([N:8]2[CH2:13][CH2:12][CH:11]([C:14]3[CH:19]=[CH:18][CH:17]=[C:16]([F:20])[CH:15]=3)[CH2:10][CH2:9]2)=[CH:6][N:5]=[N:4][C:3]=1[NH:21][NH:22][C:23](=O)[CH2:24][CH:25]1[CH2:27][CH2:26]1.P(Cl)(Cl)(Cl)=O, predict the reaction product. The product is: [Cl:1][C:2]1[C:3]2[N:4]([C:23]([CH2:24][CH:25]3[CH2:27][CH2:26]3)=[N:22][N:21]=2)[N:5]=[CH:6][C:7]=1[N:8]1[CH2:13][CH2:12][CH:11]([C:14]2[CH:19]=[CH:18][CH:17]=[C:16]([F:20])[CH:15]=2)[CH2:10][CH2:9]1.